Dataset: NCI-60 drug combinations with 297,098 pairs across 59 cell lines. Task: Regression. Given two drug SMILES strings and cell line genomic features, predict the synergy score measuring deviation from expected non-interaction effect. Drug 1: CNC(=O)C1=CC=CC=C1SC2=CC3=C(C=C2)C(=NN3)C=CC4=CC=CC=N4. Drug 2: C1=CC(=CC=C1CCCC(=O)O)N(CCCl)CCCl. Cell line: SNB-19. Synergy scores: CSS=25.7, Synergy_ZIP=1.38, Synergy_Bliss=6.16, Synergy_Loewe=4.76, Synergy_HSA=6.30.